From a dataset of Full USPTO retrosynthesis dataset with 1.9M reactions from patents (1976-2016). Predict the reactants needed to synthesize the given product. (1) Given the product [C:1]([N:5]1[CH:9]=[C:8]([NH:10][C:11]([NH:13][C:14]2[CH:19]=[C:18]([C:20]3[C:31](=[O:32])[N:30]([CH3:33])[C:23]4[N:24]=[C:25]([NH:44][C@@H:42]([C:36]5[CH:41]=[CH:40][CH:39]=[CH:38][CH:37]=5)[CH3:43])[N:26]=[CH:27][C:22]=4[CH:21]=3)[C:17]([CH3:34])=[CH:16][C:15]=2[F:35])=[O:12])[CH:7]=[N:6]1)([CH3:4])([CH3:3])[CH3:2], predict the reactants needed to synthesize it. The reactants are: [C:1]([N:5]1[CH:9]=[C:8]([NH:10][C:11]([NH:13][C:14]2[CH:19]=[C:18]([C:20]3[C:31](=[O:32])[N:30]([CH3:33])[C:23]4[N:24]=[C:25](NC)[N:26]=[CH:27][C:22]=4[CH:21]=3)[C:17]([CH3:34])=[CH:16][C:15]=2[F:35])=[O:12])[CH:7]=[N:6]1)([CH3:4])([CH3:3])[CH3:2].[C:36]1([C@H:42]([NH2:44])[CH3:43])[CH:41]=[CH:40][CH:39]=[CH:38][CH:37]=1. (2) Given the product [ClH:19].[Cl:19][CH2:2][CH2:3][N:4]([CH2:5][CH2:21][Cl:24])[CH2:8][CH2:9][O:10][C:11]1[CH:16]=[CH:15][CH:14]=[CH:13][CH:12]=1, predict the reactants needed to synthesize it. The reactants are: O[CH2:2][CH2:3][N:4]([CH2:8][CH2:9][O:10][C:11]1[CH:16]=[CH:15][CH:14]=[CH:13][CH:12]=1)[CH2:5]CO.S(Cl)([Cl:19])=O.[CH:21]([Cl:24])(Cl)Cl. (3) Given the product [C:1]1([CH:7]([C:13]2[CH:18]=[CH:17][CH:16]=[CH:15][CH:14]=2)[N:8]2[CH2:11][CH:10]([N:25]3[CH2:24][CH2:23][N:22]([C:26]([O:28][C:29]([CH3:32])([CH3:31])[CH3:30])=[O:27])[CH2:21][C@@H:20]3[CH3:19])[CH2:9]2)[CH:6]=[CH:5][CH:4]=[CH:3][CH:2]=1, predict the reactants needed to synthesize it. The reactants are: [C:1]1([CH:7]([C:13]2[CH:18]=[CH:17][CH:16]=[CH:15][CH:14]=2)[N:8]2[CH2:11][C:10](=O)[CH2:9]2)[CH:6]=[CH:5][CH:4]=[CH:3][CH:2]=1.[CH3:19][C@@H:20]1[NH:25][CH2:24][CH2:23][N:22]([C:26]([O:28][C:29]([CH3:32])([CH3:31])[CH3:30])=[O:27])[CH2:21]1.C(O[BH-](OC(=O)C)OC(=O)C)(=O)C.[Na+].C(=O)([O-])O.[Na+]. (4) Given the product [NH:20]1[C:19]2[CH2:22][NH:23][CH2:24][C:18]=2[C:17]([C:15]([N:12]2[CH2:13][CH2:14][CH:9]([C:4]3[CH:5]=[CH:6][CH:7]=[CH:8][C:3]=3[C:2]([F:33])([F:32])[F:1])[CH2:10][CH2:11]2)=[O:16])=[N:21]1, predict the reactants needed to synthesize it. The reactants are: [F:1][C:2]([F:33])([F:32])[C:3]1[CH:8]=[CH:7][CH:6]=[CH:5][C:4]=1[CH:9]1[CH2:14][CH2:13][N:12]([C:15]([C:17]2[C:18]3[CH2:24][N:23](C(OC(C)(C)C)=O)[CH2:22][C:19]=3[NH:20][N:21]=2)=[O:16])[CH2:11][CH2:10]1.Cl. (5) Given the product [Cl:1][C:2]1[C:3]([CH2:11][CH2:12][O:13][S:22]([CH3:21])(=[O:24])=[O:23])=[C:4]([CH2:8][CH2:9][O:10][S:22]([CH3:21])(=[O:24])=[O:23])[S:5][C:6]=1[Cl:7], predict the reactants needed to synthesize it. The reactants are: [Cl:1][C:2]1[C:3]([CH2:11][CH2:12][OH:13])=[C:4]([CH2:8][CH2:9][OH:10])[S:5][C:6]=1[Cl:7].C(N(CC)CC)C.[CH3:21][S:22](Cl)(=[O:24])=[O:23].